From a dataset of Catalyst prediction with 721,799 reactions and 888 catalyst types from USPTO. Predict which catalyst facilitates the given reaction. Reactant: [Cl:1][C:2]1[N:7]=[CH:6][N:5]=[C:4]([NH:8][CH2:9][C:10]([CH3:13])([CH3:12])[CH3:11])[C:3]=1N.[N:15]1C=CC=CC=1.[C:21]([O:24][CH2:25][C:26](Cl)=[O:27])(=[O:23])[CH3:22]. Product: [Cl:1][C:2]1[N:7]=[C:6]([NH2:15])[N:5]=[C:4]([NH:8][CH2:9][C:10]([CH3:11])([CH3:12])[CH3:13])[C:3]=1[C:26](=[O:27])[CH2:25][O:24][C:21](=[O:23])[CH3:22]. The catalyst class is: 27.